Dataset: Catalyst prediction with 721,799 reactions and 888 catalyst types from USPTO. Task: Predict which catalyst facilitates the given reaction. (1) Reactant: [C:1]([O:5][C:6](=[O:22])[C@H:7]([CH2:16][CH2:17][C:18]([O:20][CH3:21])=[O:19])[NH:8][C:9]([O:11][C:12]([CH3:15])([CH3:14])[CH3:13])=[O:10])([CH3:4])([CH3:3])[CH3:2]. Product: [C:1]([O:5][C:6](=[O:22])[C@H:7]([CH2:16][CH2:17][C:18]([O:20][CH3:21])=[O:19])[N:8]([C:6]([O:5][C:1]([CH3:4])([CH3:3])[CH3:2])=[O:22])[C:9]([O:11][C:12]([CH3:13])([CH3:14])[CH3:15])=[O:10])([CH3:2])([CH3:3])[CH3:4]. The catalyst class is: 616. (2) Reactant: [BH4-].[Na+].[CH3:3][O:4][C:5](=[O:33])[C@H:6]([CH2:18][C:19]1[CH:24]=[CH:23][C:22]([C:25]2[CH:30]=[CH:29][CH:28]=[CH:27][C:26]=2[CH:31]=[O:32])=[CH:21][CH:20]=1)[NH:7][C:8](=[O:17])[C:9]1[C:14]([Cl:15])=[CH:13][CH:12]=[CH:11][C:10]=1[Cl:16]. Product: [CH3:3][O:4][C:5](=[O:33])[C@H:6]([CH2:18][C:19]1[CH:24]=[CH:23][C:22]([C:25]2[CH:30]=[CH:29][CH:28]=[CH:27][C:26]=2[CH2:31][OH:32])=[CH:21][CH:20]=1)[NH:7][C:8](=[O:17])[C:9]1[C:10]([Cl:16])=[CH:11][CH:12]=[CH:13][C:14]=1[Cl:15]. The catalyst class is: 5. (3) The catalyst class is: 355. Reactant: [O:1]=[C:2]1[CH2:11][CH2:10][C:9]2[C:4](=[CH:5][CH:6]=[C:7]([C:12]3[CH:17]=[CH:16][C:15]([C:18]([F:21])([F:20])[F:19])=[CH:14][CH:13]=3)[CH:8]=2)[N:3]1[C:22]([O:24][C:25]([CH3:28])([CH3:27])[CH3:26])=[O:23].C([N-][CH:33]([CH3:35])C)(C)C.[Li+].C([O:39][C:40](Cl)=[S:41])C.Cl. Product: [CH2:33]([S:41][C:40]([CH:11]1[CH2:10][C:9]2[C:4](=[CH:5][CH:6]=[C:7]([C:12]3[CH:13]=[CH:14][C:15]([C:18]([F:20])([F:19])[F:21])=[CH:16][CH:17]=3)[CH:8]=2)[N:3]([C:22]([O:24][C:25]([CH3:28])([CH3:27])[CH3:26])=[O:23])[C:2]1=[O:1])=[O:39])[CH3:35].